From a dataset of Catalyst prediction with 721,799 reactions and 888 catalyst types from USPTO. Predict which catalyst facilitates the given reaction. (1) Reactant: [C:1]([NH:5][C:6]([C:8]1[CH:9]=[C:10]([CH:26]=[CH:27][CH:28]=1)[CH2:11][N:12]1[CH2:17][CH2:16][N:15](C(OC(C)(C)C)=O)[CH2:14][C@H:13]1[CH3:25])=[O:7])([CH3:4])([CH3:3])[CH3:2]. Product: [C:1]([NH:5][C:6](=[O:7])[C:8]1[CH:28]=[CH:27][CH:26]=[C:10]([CH2:11][N:12]2[CH2:17][CH2:16][NH:15][CH2:14][C@H:13]2[CH3:25])[CH:9]=1)([CH3:4])([CH3:2])[CH3:3]. The catalyst class is: 281. (2) Reactant: C(OC([N:8]1[C:12]2=[CH:13][N:14]=[CH:15][C:16]([C:17]3[CH:22]=[C:21]([C:23]([C:25]4[NH:52][C:28]5=[N:29][C:30]([N:33]6[CH2:38][CH2:37][CH:36]([O:39][P:40]([O:47]C(C)(C)C)([O:42]C(C)(C)C)=[O:41])[CH2:35][CH2:34]6)=[CH:31][CH:32]=[C:27]5[N:26]=4)=[O:24])[CH:20]=[CH:19][C:18]=3[C:53]#[N:54])=[C:11]2[CH:10]=[CH:9]1)=O)(C)(C)C.Cl.O1CCOCC1. Product: [C:53]([C:18]1[CH:19]=[CH:20][C:21]([C:23]([C:25]2[NH:52][C:28]3=[N:29][C:30]([N:33]4[CH2:38][CH2:37][CH:36]([O:39][P:40](=[O:41])([OH:42])[OH:47])[CH2:35][CH2:34]4)=[CH:31][CH:32]=[C:27]3[N:26]=2)=[O:24])=[CH:22][C:17]=1[C:16]1[CH:15]=[N:14][CH:13]=[C:12]2[NH:8][CH:9]=[CH:10][C:11]=12)#[N:54]. The catalyst class is: 2. (3) Reactant: [F:1][C:2]([F:41])([F:40])[C:3]1[CH:4]=[C:5]([CH:33]=[C:34]([C:36]([F:39])([F:38])[F:37])[CH:35]=1)[C:6]([N:8]1[CH2:13][CH2:12][CH:11]([N:14]2[CH2:19][CH2:18][N:17]([C:20](=O)C(F)(F)F)[CH2:16][CH2:15]2)[CH:10]([C:26]2[CH:31]=[CH:30][C:29]([CH3:32])=[CH:28][CH:27]=2)[CH2:9]1)=[O:7].CI. Product: [F:40][C:2]([F:1])([F:41])[C:3]1[CH:4]=[C:5]([C:6]([N:8]2[CH2:13][CH2:12][CH:11]([N:14]3[CH2:15][CH2:16][N:17]([CH3:20])[CH2:18][CH2:19]3)[CH:10]([C:26]3[CH:27]=[CH:28][C:29]([CH3:32])=[CH:30][CH:31]=3)[CH2:9]2)=[O:7])[CH:33]=[C:34]([C:36]([F:37])([F:38])[F:39])[CH:35]=1. The catalyst class is: 22. (4) Reactant: [H-].[Na+].[F:3][C:4]([F:8])([F:7])[CH2:5][OH:6].Cl[C:10]1[N:15]=[N:14][C:13]([C:16]([O:18][CH3:19])=[O:17])=[CH:12][CH:11]=1.O. Product: [F:3][C:4]([F:8])([F:7])[CH2:5][O:6][C:10]1[N:15]=[N:14][C:13]([C:16]([O:18][CH3:19])=[O:17])=[CH:12][CH:11]=1. The catalyst class is: 3. (5) Reactant: [CH3:1][C@@:2]12[CH2:19][CH2:18][C@@H:17]3[C@:12]([CH3:22])([CH2:13][CH2:14][CH2:15][C:16]3([CH3:21])[CH3:20])[C@H:11]1[CH2:10][S:9](=[O:24])(=[O:23])[C:8]1[C:3]2=[C:4]([C:28]([OH:30])=O)[CH:5]=[C:6]([C:25](O)=[O:26])[CH:7]=1.[CH3:31][N:32](C(ON1N=NC2C=CC=NC1=2)=[N+](C)C)C.F[P-](F)(F)(F)(F)F.[CH3:55][N:56]1CCOCC1. Product: [CH3:1][C@@:2]12[CH2:19][CH2:18][C@@H:17]3[C@:12]([CH3:22])([CH2:13][CH2:14][CH2:15][C:16]3([CH3:21])[CH3:20])[C@H:11]1[CH2:10][S:9](=[O:24])(=[O:23])[C:8]1[C:3]2=[C:4]([C:28]([NH:56][CH3:55])=[O:30])[CH:5]=[C:6]([C:25]([NH:32][CH3:31])=[O:26])[CH:7]=1. The catalyst class is: 118.